From a dataset of NCI-60 drug combinations with 297,098 pairs across 59 cell lines. Regression. Given two drug SMILES strings and cell line genomic features, predict the synergy score measuring deviation from expected non-interaction effect. (1) Cell line: SF-539. Drug 2: C1=CC(=CC=C1C#N)C(C2=CC=C(C=C2)C#N)N3C=NC=N3. Synergy scores: CSS=33.4, Synergy_ZIP=-11.2, Synergy_Bliss=-7.14, Synergy_Loewe=-7.74, Synergy_HSA=-6.06. Drug 1: C1=C(C(=O)NC(=O)N1)N(CCCl)CCCl. (2) Drug 1: CC1C(C(CC(O1)OC2CC(CC3=C2C(=C4C(=C3O)C(=O)C5=C(C4=O)C(=CC=C5)OC)O)(C(=O)C)O)N)O.Cl. Drug 2: CC1C(C(=O)NC(C(=O)N2CCCC2C(=O)N(CC(=O)N(C(C(=O)O1)C(C)C)C)C)C(C)C)NC(=O)C3=C4C(=C(C=C3)C)OC5=C(C(=O)C(=C(C5=N4)C(=O)NC6C(OC(=O)C(N(C(=O)CN(C(=O)C7CCCN7C(=O)C(NC6=O)C(C)C)C)C)C(C)C)C)N)C. Cell line: MOLT-4. Synergy scores: CSS=72.2, Synergy_ZIP=23.5, Synergy_Bliss=24.5, Synergy_Loewe=22.3, Synergy_HSA=25.4. (3) Drug 1: CC(CN1CC(=O)NC(=O)C1)N2CC(=O)NC(=O)C2. Drug 2: CCCCCOC(=O)NC1=NC(=O)N(C=C1F)C2C(C(C(O2)C)O)O. Cell line: MDA-MB-231. Synergy scores: CSS=20.4, Synergy_ZIP=-5.99, Synergy_Bliss=1.44, Synergy_Loewe=0.384, Synergy_HSA=2.72.